Dataset: Forward reaction prediction with 1.9M reactions from USPTO patents (1976-2016). Task: Predict the product of the given reaction. Given the reactants [OH:1][C:2]1[CH:3]=[C:4]([CH:9]=[C:10]([O:12][C@H:13]2[CH2:17][CH2:16][N:15]([CH3:18])[C:14]2=[O:19])[CH:11]=1)[C:5]([O:7][CH3:8])=[O:6].[N:20]1([C:24]([C:26]2[CH:31]=[CH:30][C:29](Br)=[CH:28][N:27]=2)=[O:25])[CH2:23][CH2:22][CH2:21]1.C(=O)([O-])[O-].[Cs+].[Cs+], predict the reaction product. The product is: [N:20]1([C:24]([C:26]2[N:27]=[CH:28][C:29]([O:1][C:2]3[CH:3]=[C:4]([CH:9]=[C:10]([O:12][C@H:13]4[CH2:17][CH2:16][N:15]([CH3:18])[C:14]4=[O:19])[CH:11]=3)[C:5]([O:7][CH3:8])=[O:6])=[CH:30][CH:31]=2)=[O:25])[CH2:23][CH2:22][CH2:21]1.